Dataset: Reaction yield outcomes from USPTO patents with 853,638 reactions. Task: Predict the reaction yield, written as a fraction of the theoretical maximum amount of product (1.0 means a 100% yield; for example, 0.34 means a 34% yield). (1) The catalyst is [Zn]. The yield is 0.970. The reactants are C(O[C@H](CCCCCCCCCC(C)C)CC(O)=O)C1C=CC=CC=1.[CH2:26]([O:33][C@H:34]([CH2:49][CH2:50][CH2:51][CH2:52][CH2:53][CH2:54][CH2:55][CH2:56][CH2:57][CH2:58][CH2:59][CH:60]([CH3:62])[CH3:61])[CH2:35][C:36]([O:38]CC(C1C=CC(Br)=CC=1)=O)=[O:37])[C:27]1[CH:32]=[CH:31][CH:30]=[CH:29][CH:28]=1. The product is [CH2:26]([O:33][C@H:34]([CH2:49][CH2:50][CH2:51][CH2:52][CH2:53][CH2:54][CH2:55][CH2:56][CH2:57][CH2:58][CH2:59][CH:60]([CH3:62])[CH3:61])[CH2:35][C:36]([OH:38])=[O:37])[C:27]1[CH:32]=[CH:31][CH:30]=[CH:29][CH:28]=1. (2) The reactants are [N:1]1[CH:6]=[CH:5][CH:4]=[CH:3][C:2]=1[NH:7][C:8]([N:10]1[C@@H:16]2[CH2:17][N:13]([CH2:14][CH2:15]2)[C:12]2[CH:18]=[CH:19][C:20]([C:22](O)=[O:23])=[N:21][C:11]1=2)=[O:9].CN(C(ON1N=NC2C=CC=NC1=2)=[N+](C)C)C.F[P-](F)(F)(F)(F)F.CCN(C(C)C)C(C)C.[NH2:58][CH2:59][CH2:60][OH:61]. The catalyst is CN(C)C=O. The product is [OH:61][CH2:60][CH2:59][NH:58][C:22]([C:20]1[CH:19]=[CH:18][C:12]2[N:13]3[CH2:17][C@H:16]([CH2:15][CH2:14]3)[N:10]([C:8]([NH:7][C:2]3[CH:3]=[CH:4][CH:5]=[CH:6][N:1]=3)=[O:9])[C:11]=2[N:21]=1)=[O:23]. The yield is 0.689. (3) The reactants are [C:1]([O:5][CH2:6][C@H:7]([NH:11][C:12](=[O:34])[C:13]1[CH:18]=[CH:17][C:16]([O:19][CH3:20])=[C:15](/[CH:21]=[CH:22]/[C:23]2[CH:28]=[CH:27][C:26]([O:29][C:30]([F:33])([F:32])[F:31])=[CH:25][CH:24]=2)[CH:14]=1)[C:8](O)=[O:9])([CH3:4])([CH3:3])[CH3:2].[OH:35][CH2:36][CH2:37][NH2:38].O.N1(O)C2C=CC=CC=2N=N1.Cl.CN(C)CCCN=C=NCC.C(N(CC)C(C)C)(C)C. The catalyst is CN(C)C=O. The product is [C:1]([O:5][CH2:6][C@H:7]([NH:11][C:12](=[O:34])[C:13]1[CH:18]=[CH:17][C:16]([O:19][CH3:20])=[C:15](/[CH:21]=[CH:22]/[C:23]2[CH:24]=[CH:25][C:26]([O:29][C:30]([F:31])([F:32])[F:33])=[CH:27][CH:28]=2)[CH:14]=1)[C:8](=[O:9])[NH:38][CH2:37][CH2:36][OH:35])([CH3:4])([CH3:2])[CH3:3]. The yield is 0.760.